Dataset: Forward reaction prediction with 1.9M reactions from USPTO patents (1976-2016). Task: Predict the product of the given reaction. (1) Given the reactants [F:1][C:2]1[CH:7]=[CH:6][C:5]([C:8]2[NH:20][C:11]3=[N:12][CH:13]=[CH:14][C:15]([C:16]([O:18]C)=[O:17])=[C:10]3[N:9]=2)=[CH:4][CH:3]=1.O[Li].O, predict the reaction product. The product is: [F:1][C:2]1[CH:7]=[CH:6][C:5]([C:8]2[NH:20][C:11]3=[N:12][CH:13]=[CH:14][C:15]([C:16]([OH:18])=[O:17])=[C:10]3[N:9]=2)=[CH:4][CH:3]=1. (2) Given the reactants Cl[C:2]1[CH:7]=[C:6]([N:8]2[CH2:13][CH2:12][O:11][CH2:10][CH2:9]2)[N:5]2[N:14]=[C:15]([C:17]3[CH:18]=[N:19][CH:20]=[N:21][CH:22]=3)[CH:16]=[C:4]2[N:3]=1.O.[NH2:24][NH2:25], predict the reaction product. The product is: [N:8]1([C:6]2[N:5]3[N:14]=[C:15]([C:17]4[CH:18]=[N:19][CH:20]=[N:21][CH:22]=4)[CH:16]=[C:4]3[N:3]=[C:2]([NH:24][NH2:25])[CH:7]=2)[CH2:13][CH2:12][O:11][CH2:10][CH2:9]1. (3) Given the reactants [Si:1]([O:18][CH2:19][C@@H:20]([OH:32])[C@@H:21]([OH:31])[C@H:22]([OH:30])[C@H:23]([NH:26][C:27](=[O:29])[CH3:28])[CH:24]=[O:25])([C:14]([CH3:17])([CH3:16])[CH3:15])([C:8]1[CH:13]=[CH:12][CH:11]=[CH:10][CH:9]=1)[C:2]1[CH:7]=[CH:6][CH:5]=[CH:4][CH:3]=1.[BH4-].[Na+], predict the reaction product. The product is: [Si:1]([O:18][CH2:19][C@@H:20]([OH:32])[C@@H:21]([OH:31])[C@H:22]([OH:30])[C@H:23]([NH:26][C:27](=[O:29])[CH3:28])[CH2:24][OH:25])([C:14]([CH3:15])([CH3:16])[CH3:17])([C:8]1[CH:13]=[CH:12][CH:11]=[CH:10][CH:9]=1)[C:2]1[CH:7]=[CH:6][CH:5]=[CH:4][CH:3]=1. (4) Given the reactants [F:1][C:2]1[CH:11]=[N:10][CH:9]=[CH:8][C:3]=1[C:4]([O:6][CH3:7])=[O:5].[Cl:12]C1C=CC=C(C(OO)=O)C=1.P(Cl)(Cl)([Cl:25])=O, predict the reaction product. The product is: [Cl:12][C:9]1[CH:8]=[C:3]([C:2]([F:1])=[CH:11][N:10]=1)[C:4]([O:6][CH3:7])=[O:5].[Cl:25][C:11]1[C:2]([F:1])=[C:3]([CH:8]=[CH:9][N:10]=1)[C:4]([O:6][CH3:7])=[O:5]. (5) Given the reactants C[O:2][C:3]1[CH:4]=[C:5]([C:9]2[C:10]3[CH:24]=[CH:23][C:22]4[C:17](=[CH:18][CH:19]=[CH:20][CH:21]=4)[C:11]=3[NH:12][C:13](=[O:16])[CH2:14][N:15]=2)[CH:6]=[CH:7][CH:8]=1.B(Br)(Br)Br.ClCCl.C(=O)([O-])O.[Na+].C(Cl)(Cl)Cl, predict the reaction product. The product is: [OH:2][C:3]1[CH:4]=[C:5]([C:9]2[C:10]3[CH:24]=[CH:23][C:22]4[C:17](=[CH:18][CH:19]=[CH:20][CH:21]=4)[C:11]=3[NH:12][C:13](=[O:16])[CH2:14][N:15]=2)[CH:6]=[CH:7][CH:8]=1. (6) Given the reactants C([O:3][P:4]([CH2:9][CH:10]([NH:36][S:37]([NH:40]C(OCC[Si](C)(C)C)=O)(=[O:39])=[O:38])[CH2:11][C:12]([CH3:35])=[CH:13][CH2:14][C:15]1[C:16]([O:28]CC[Si](C)(C)C)=[C:17]2[C:21](=[C:22]([CH3:26])[C:23]=1[O:24][CH3:25])[CH2:20][O:19][C:18]2=[O:27])(=[O:8])[O:5]CC)C.N1C(C)=CC=CC=1C.Br[Si](C)(C)C.CO, predict the reaction product. The product is: [OH:28][C:16]1[C:15]([CH2:14][CH:13]=[C:12]([CH3:35])[CH2:11][CH:10]([NH:36][S:37]([NH2:40])(=[O:38])=[O:39])[CH2:9][P:4](=[O:3])([OH:5])[OH:8])=[C:23]([O:24][CH3:25])[C:22]([CH3:26])=[C:21]2[C:17]=1[C:18](=[O:27])[O:19][CH2:20]2. (7) Given the reactants Cl.[Cl:2][C:3]1[CH:4]=[C:5]([C@@H:9]([OH:34])[CH2:10][NH:11][CH2:12][CH2:13][C:14]2[CH:19]=[CH:18][C:17]([S:20]([C:23]3[CH:33]=[CH:32][C:26]([C:27]([O:29]CC)=[O:28])=[CH:25][CH:24]=3)(=[O:22])=[O:21])=[CH:16][CH:15]=2)[CH:6]=[CH:7][CH:8]=1.[OH-].[Na+:36], predict the reaction product. The product is: [Cl:2][C:3]1[CH:4]=[C:5]([C@@H:9]([OH:34])[CH2:10][NH:11][CH2:12][CH2:13][C:14]2[CH:15]=[CH:16][C:17]([S:20]([C:23]3[CH:24]=[CH:25][C:26]([C:27]([O-:29])=[O:28])=[CH:32][CH:33]=3)(=[O:21])=[O:22])=[CH:18][CH:19]=2)[CH:6]=[CH:7][CH:8]=1.[Na+:36].